Predict the product of the given reaction. From a dataset of Forward reaction prediction with 1.9M reactions from USPTO patents (1976-2016). (1) Given the reactants [CH3:1][C:2]1[CH:7]=[CH:6][C:5]([CH3:8])=[CH:4][C:3]=1[NH:9][C:10]1[N:15]2[N:16]=[CH:17][C:18]([C:19]([OH:21])=O)=[C:14]2[N:13]=[CH:12][C:11]=1[C:22]([N:24]1[CH2:29][CH2:28][C:27]2([C:37]3[C:32](=[CH:33][CH:34]=[CH:35][CH:36]=3)[CH:31]=[C:30]2[CH3:38])[CH2:26][CH2:25]1)=[O:23].[CH2:39]([S:41]([NH2:44])(=[O:43])=[O:42])[CH3:40], predict the reaction product. The product is: [CH3:1][C:2]1[CH:7]=[CH:6][C:5]([CH3:8])=[CH:4][C:3]=1[NH:9][C:10]1[N:15]2[N:16]=[CH:17][C:18]([C:19]([NH:44][S:41]([CH2:39][CH3:40])(=[O:43])=[O:42])=[O:21])=[C:14]2[N:13]=[CH:12][C:11]=1[C:22]([N:24]1[CH2:25][CH2:26][C:27]2([C:37]3[C:32](=[CH:33][CH:34]=[CH:35][CH:36]=3)[CH:31]=[C:30]2[CH3:38])[CH2:28][CH2:29]1)=[O:23]. (2) Given the reactants [F:1][C:2]1[CH:29]=[CH:28][C:5]([CH2:6][NH:7][C:8]([C:10]2[C:15]([O:16]CC3C=CC=CC=3)=[C:14]([CH:24]=[CH2:25])[CH:13]=[C:12]([O:26][CH3:27])[N:11]=2)=[O:9])=[CH:4][CH:3]=1.[Si](I)(C)(C)C, predict the reaction product. The product is: [F:1][C:2]1[CH:3]=[CH:4][C:5]([CH2:6][NH:7][C:8]([C:10]2[C:15]([OH:16])=[C:14]([CH:24]=[CH2:25])[CH:13]=[C:12]([O:26][CH3:27])[N:11]=2)=[O:9])=[CH:28][CH:29]=1. (3) Given the reactants [CH2:1]([O:8][C:9]1[CH:14]=[CH:13][C:12](Br)=[CH:11][C:10]=1[O:16][CH3:17])[C:2]1[CH:7]=[CH:6][CH:5]=[CH:4][CH:3]=1.[Li]CCCC.[N:23]1[CH:28]=[CH:27][CH:26]=[CH:25][C:24]=1[CH2:29][CH2:30][N:31]1[C:39](=[O:40])[C:38]2[C:33](=[CH:34][CH:35]=[CH:36][CH:37]=2)[C:32]1=[O:41], predict the reaction product. The product is: [CH2:1]([O:8][C:9]1[CH:14]=[CH:13][C:12]([C:39]2([OH:40])[C:38]3[C:33](=[CH:34][CH:35]=[CH:36][CH:37]=3)[C:32](=[O:41])[N:31]2[CH2:30][CH2:29][C:24]2[CH:25]=[CH:26][CH:27]=[CH:28][N:23]=2)=[CH:11][C:10]=1[O:16][CH3:17])[C:2]1[CH:7]=[CH:6][CH:5]=[CH:4][CH:3]=1. (4) Given the reactants [Cl:1][C:2]1[CH:9]=[C:8]([N:10]([CH2:16][C:17]2[CH:22]=[CH:21][CH:20]=[CH:19][C:18]=2[CH3:23])[C@H:11]2[CH2:15][CH2:14][NH:13][CH2:12]2)[CH:7]=[CH:6][C:3]=1[C:4]#[N:5].Br[CH2:25][C:26]#[N:27], predict the reaction product. The product is: [Cl:1][C:2]1[CH:9]=[C:8]([N:10]([C@H:11]2[CH2:15][CH2:14][N:13]([CH2:25][C:26]#[N:27])[CH2:12]2)[CH2:16][C:17]2[CH:22]=[CH:21][CH:20]=[CH:19][C:18]=2[CH3:23])[CH:7]=[CH:6][C:3]=1[C:4]#[N:5]. (5) Given the reactants [Br:1][C:2]1[CH:10]=[C:6]([C:7]([OH:9])=O)[C:5]([OH:11])=[CH:4][CH:3]=1.[CH3:12][O:13][C:14]1[CH:15]=[C:16]([CH:18]=[C:19]([O:21][CH3:22])[CH:20]=1)[NH2:17], predict the reaction product. The product is: [Br:1][C:2]1[CH:3]=[CH:4][C:5]([OH:11])=[C:6]([CH:10]=1)[C:7]([NH:17][C:16]1[CH:18]=[C:19]([O:21][CH3:22])[CH:20]=[C:14]([O:13][CH3:12])[CH:15]=1)=[O:9].